Dataset: Full USPTO retrosynthesis dataset with 1.9M reactions from patents (1976-2016). Task: Predict the reactants needed to synthesize the given product. (1) Given the product [CH:1]1([C:4]2[N:13]=[C:12]([N:62]3[CH2:61][CH2:60][N:59]([C:54]4[CH:53]=[CH:52][C:51]([N+:48]([O-:50])=[O:49])=[CH:58][C:55]=4[C:56]#[N:57])[CH2:64][CH2:63]3)[C:11]3[C:6](=[CH:7][C:8]([O:31][CH3:32])=[C:9]([O:29][CH3:30])[CH:10]=3)[N:5]=2)[CH2:3][CH2:2]1, predict the reactants needed to synthesize it. The reactants are: [CH:1]1([C:4]2[N:13]=[C:12](N3CCN(C4C=CC(F)=CC=4OC)CC3)[C:11]3[C:6](=[CH:7][C:8]([O:31][CH3:32])=[C:9]([O:29][CH3:30])[CH:10]=3)[N:5]=2)[CH2:3][CH2:2]1.FC1C=CC(N2CCNCC2)=C(OC)C=1.[N+:48]([C:51]1[CH:52]=[CH:53][C:54]([N:59]2[CH2:64][CH2:63][NH:62][CH2:61][CH2:60]2)=[C:55]([CH:58]=1)[C:56]#[N:57])([O-:50])=[O:49]. (2) Given the product [CH3:1][C:2]1[CH:23]=[CH:22][C:5]2[N:6]([CH2:9][C:10]3[CH:21]=[CH:20][C:13]4[N:14]=[C:15]([NH:24][C@@H:25]5[CH2:30][CH2:29][CH2:28][CH2:27][C@H:26]5[OH:31])[S:16][C:12]=4[CH:11]=3)[CH:7]=[N:8][C:4]=2[CH:3]=1, predict the reactants needed to synthesize it. The reactants are: [CH3:1][C:2]1[CH:23]=[CH:22][C:5]2[N:6]([CH2:9][C:10]3[CH:21]=[CH:20][C:13]4[N:14]=[C:15](S(C)=O)[S:16][C:12]=4[CH:11]=3)[CH:7]=[N:8][C:4]=2[CH:3]=1.[NH2:24][C@@H:25]1[CH2:30][CH2:29][CH2:28][CH2:27][C@H:26]1[OH:31].CCN(C(C)C)C(C)C.CN1C(=O)CCC1.